Task: Predict the reactants needed to synthesize the given product.. Dataset: Full USPTO retrosynthesis dataset with 1.9M reactions from patents (1976-2016) (1) Given the product [CH3:1][C:2]1[CH:3]=[C:4]([N:11]2[CH2:15][CH2:14][CH:13]([NH2:16])[CH2:12]2)[CH:5]=[CH:6][C:7]=1[N+:8]([O-:10])=[O:9], predict the reactants needed to synthesize it. The reactants are: [CH3:1][C:2]1[CH:3]=[C:4]([N:11]2[CH2:15][CH2:14][CH:13]([NH:16]C(=O)C)[CH2:12]2)[CH:5]=[CH:6][C:7]=1[N+:8]([O-:10])=[O:9].Cl.[OH-].[Na+]. (2) Given the product [CH3:28][S:29]([O:1][CH2:2][CH:3]([C:9]1[C:18]2[C:13](=[CH:14][CH:15]=[C:16]([O:19][CH3:20])[CH:17]=2)[CH:12]=[CH:11][CH:10]=1)[CH2:4][NH:5][C:6](=[O:8])[CH3:7])(=[O:31])=[O:30], predict the reactants needed to synthesize it. The reactants are: [OH:1][CH2:2][CH:3]([C:9]1[C:18]2[C:13](=[CH:14][CH:15]=[C:16]([O:19][CH3:20])[CH:17]=2)[CH:12]=[CH:11][CH:10]=1)[CH2:4][NH:5][C:6](=[O:8])[CH3:7].C(N(CC)CC)C.[CH3:28][S:29](Cl)(=[O:31])=[O:30].O. (3) Given the product [F:1][C:2]1[CH:3]=[C:4]([NH:24][C:29](=[O:30])[CH2:28][C:27]([N:26]([CH3:25])[C:33]2[CH:34]=[CH:35][CH:36]=[CH:37][CH:38]=2)=[O:32])[CH:5]=[CH:6][C:7]=1[O:8][C:9]1[CH:14]=[CH:13][N:12]=[C:11]2[CH:15]=[C:16]([C:18]3[N:19]([CH3:23])[CH:20]=[CH:21][N:22]=3)[S:17][C:10]=12, predict the reactants needed to synthesize it. The reactants are: [F:1][C:2]1[CH:3]=[C:4]([NH2:24])[CH:5]=[CH:6][C:7]=1[O:8][C:9]1[CH:14]=[CH:13][N:12]=[C:11]2[CH:15]=[C:16]([C:18]3[N:19]([CH3:23])[CH:20]=[CH:21][N:22]=3)[S:17][C:10]=12.[CH3:25][N:26]([C:33]1[CH:38]=[CH:37][CH:36]=[CH:35][CH:34]=1)[C:27](=[O:32])[CH2:28][C:29](O)=[O:30].F[P-](F)(F)(F)(F)F.N1(O[P+](N(C)C)(N(C)C)N(C)C)C2C=CC=CC=2N=N1.CCN(C(C)C)C(C)C. (4) Given the product [CH3:26][O:27][C:28]1[CH:29]=[CH:30][C:31]([CH2:32][N:33]2[CH2:38][CH2:37][N:36]([CH2:39][C:40]3[N:45]=[CH:44][C:43]([NH:46][C:23]([C:20]4[CH:21]=[CH:22][C:13]([C:3]5[C:4]([Cl:12])=[C:5]([O:10][CH3:11])[CH:6]=[C:7]([O:8][CH3:9])[C:2]=5[Cl:1])=[C:14]5[C:19]=4[N:18]=[CH:17][CH:16]=[CH:15]5)=[O:24])=[CH:42][CH:41]=3)[CH2:35][CH2:34]2)=[CH:47][CH:48]=1, predict the reactants needed to synthesize it. The reactants are: [Cl:1][C:2]1[C:7]([O:8][CH3:9])=[CH:6][C:5]([O:10][CH3:11])=[C:4]([Cl:12])[C:3]=1[C:13]1[CH:22]=[CH:21][C:20]([C:23](O)=[O:24])=[C:19]2[C:14]=1[CH:15]=[CH:16][CH:17]=[N:18]2.[CH3:26][O:27][C:28]1[CH:48]=[CH:47][C:31]([CH2:32][N:33]2[CH2:38][CH2:37][N:36]([CH2:39][C:40]3[N:45]=[CH:44][C:43]([NH2:46])=[CH:42][CH:41]=3)[CH2:35][CH2:34]2)=[CH:30][CH:29]=1. (5) Given the product [OH:28][CH2:27][C:26]([NH:25][CH2:24][C:12]1[C:13]2[N:14]=[CH:15][NH:16][C:17](=[O:19])[C:18]=2[NH:10][CH:11]=1)([CH2:31][S:32][CH3:33])[CH2:29][OH:30], predict the reactants needed to synthesize it. The reactants are: C(OC[N:10]1[C:18]2[C:17]([O:19]C(C)(C)C)=[N:16][CH:15]=[N:14][C:13]=2[C:12]([CH2:24][NH:25][C:26]([CH2:31][S:32][CH3:33])([CH2:29][OH:30])[CH2:27][OH:28])=[CH:11]1)C1C=CC=CC=1.Cl. (6) Given the product [Br:1][C:2]1[C:3]([F:19])=[C:4]2[O:8][C:7]([C:9]([CH3:13])([CH3:12])[CH2:10][O:11][CH3:26])=[N:6][C:5]2=[C:14]([C:17]#[N:18])[C:15]=1[CH3:16], predict the reactants needed to synthesize it. The reactants are: [Br:1][C:2]1[C:3]([F:19])=[C:4]2[O:8][C:7]([C:9]([CH3:13])([CH3:12])[CH2:10][OH:11])=[N:6][C:5]2=[C:14]([C:17]#[N:18])[C:15]=1[CH3:16].F[B-](F)(F)F.[H+].[CH3:26][Si](C=[N+]=[N-])(C)C.O. (7) Given the product [CH:12]1([N:8]2[CH:7]=[N:6][C:5]3[C:9]2=[N:10][C:2]([Cl:1])=[N:3][C:4]=3[Cl:11])[CH2:16][CH2:15][CH2:14][CH2:13]1, predict the reactants needed to synthesize it. The reactants are: [Cl:1][C:2]1[N:10]=[C:9]2[C:5]([NH:6][CH:7]=[N:8]2)=[C:4]([Cl:11])[N:3]=1.[CH:12]1(O)[CH2:16][CH2:15][CH2:14][CH2:13]1.